The task is: Regression. Given two drug SMILES strings and cell line genomic features, predict the synergy score measuring deviation from expected non-interaction effect.. This data is from NCI-60 drug combinations with 297,098 pairs across 59 cell lines. (1) Drug 1: C1CC(=O)NC(=O)C1N2CC3=C(C2=O)C=CC=C3N. Drug 2: CC(CN1CC(=O)NC(=O)C1)N2CC(=O)NC(=O)C2. Cell line: NCI-H322M. Synergy scores: CSS=3.67, Synergy_ZIP=-1.63, Synergy_Bliss=-0.193, Synergy_Loewe=1.06, Synergy_HSA=0.780. (2) Drug 1: CN(C)N=NC1=C(NC=N1)C(=O)N. Drug 2: C(CN)CNCCSP(=O)(O)O. Cell line: RPMI-8226. Synergy scores: CSS=55.4, Synergy_ZIP=39.6, Synergy_Bliss=40.6, Synergy_Loewe=38.4, Synergy_HSA=38.7.